Task: Regression. Given two drug SMILES strings and cell line genomic features, predict the synergy score measuring deviation from expected non-interaction effect.. Dataset: NCI-60 drug combinations with 297,098 pairs across 59 cell lines (1) Drug 1: CN(C)N=NC1=C(NC=N1)C(=O)N. Drug 2: COC1=NC(=NC2=C1N=CN2C3C(C(C(O3)CO)O)O)N. Cell line: NCI-H522. Synergy scores: CSS=5.58, Synergy_ZIP=-2.73, Synergy_Bliss=-3.34, Synergy_Loewe=-1.91, Synergy_HSA=-1.76. (2) Drug 1: C1CN1P(=S)(N2CC2)N3CC3. Drug 2: C(CN)CNCCSP(=O)(O)O. Cell line: SNB-19. Synergy scores: CSS=7.07, Synergy_ZIP=-4.28, Synergy_Bliss=-0.882, Synergy_Loewe=-11.1, Synergy_HSA=1.80. (3) Drug 1: CN(C)C1=NC(=NC(=N1)N(C)C)N(C)C. Drug 2: C(CN)CNCCSP(=O)(O)O. Cell line: NCI-H522. Synergy scores: CSS=-8.09, Synergy_ZIP=1.26, Synergy_Bliss=-3.84, Synergy_Loewe=-7.82, Synergy_HSA=-7.55. (4) Drug 1: C1CN1C2=NC(=NC(=N2)N3CC3)N4CC4. Drug 2: CC(C)(C#N)C1=CC(=CC(=C1)CN2C=NC=N2)C(C)(C)C#N. Cell line: A498. Synergy scores: CSS=26.6, Synergy_ZIP=-7.61, Synergy_Bliss=-0.850, Synergy_Loewe=-1.64, Synergy_HSA=-1.29. (5) Drug 1: CNC(=O)C1=CC=CC=C1SC2=CC3=C(C=C2)C(=NN3)C=CC4=CC=CC=N4. Drug 2: CC1=CC2C(CCC3(C2CCC3(C(=O)C)OC(=O)C)C)C4(C1=CC(=O)CC4)C. Cell line: UACC-257. Synergy scores: CSS=-6.00, Synergy_ZIP=1.53, Synergy_Bliss=-3.30, Synergy_Loewe=-7.18, Synergy_HSA=-6.10.